This data is from Catalyst prediction with 721,799 reactions and 888 catalyst types from USPTO. The task is: Predict which catalyst facilitates the given reaction. (1) Reactant: [Cl:1][C:2]1[CH:11]=[C:10]2[C:5]([CH:6]=[CH:7][C:8]([CH:12]=[CH:13][C:14]3[CH:15]=[C:16]([C@H:20]([S:33][CH2:34][C:35]4([CH2:38][C:39]([OH:41])=[O:40])[CH2:37][CH2:36]4)[CH2:21][CH2:22][C:23]4[CH:28]=[CH:27][CH:26]=[CH:25][C:24]=4[C:29]([OH:32])([CH3:31])[CH3:30])[CH:17]=[CH:18][CH:19]=3)=[N:9]2)=[CH:4][CH:3]=1.CC(C)=O.[C:46]([NH2:50])([CH3:49])([CH3:48])[CH3:47]. Product: [C:46]([NH2:50])([CH3:49])([CH3:48])[CH3:47].[Cl:1][C:2]1[CH:11]=[C:10]2[C:5]([CH:6]=[CH:7][C:8]([CH:12]=[CH:13][C:14]3[CH:15]=[C:16]([C@H:20]([S:33][CH2:34][C:35]4([CH2:38][C:39]([OH:41])=[O:40])[CH2:36][CH2:37]4)[CH2:21][CH2:22][C:23]4[CH:28]=[CH:27][CH:26]=[CH:25][C:24]=4[C:29]([OH:32])([CH3:31])[CH3:30])[CH:17]=[CH:18][CH:19]=3)=[N:9]2)=[CH:4][CH:3]=1. The catalyst class is: 32. (2) Reactant: [NH2:1][C:2]1[C:7]([CH2:8][C:9]2[CH:14]=[CH:13][CH:12]=[CH:11][CH:10]=2)=[N:6][C:5]([C:15]2[CH:20]=[CH:19][C:18]([O:21][CH3:22])=[CH:17][CH:16]=2)=[CH:4][N:3]=1.C(N([CH2:28][CH3:29])CC)C.[CH2:30]([S:37](Cl)(=[O:39])=[O:38])[C:31]1[CH:36]=[CH:35][CH:34]=[CH:33][CH:32]=1.Cl. Product: [CH2:8]([C:7]1[C:2]([N:1]([S:37]([CH2:30][C:29]2[CH:28]=[CH:33][CH:32]=[CH:31][CH:36]=2)(=[O:39])=[O:38])[S:37]([CH2:30][C:31]2[CH:36]=[CH:35][CH:34]=[CH:33][CH:32]=2)(=[O:39])=[O:38])=[N:3][CH:4]=[C:5]([C:15]2[CH:16]=[CH:17][C:18]([O:21][CH3:22])=[CH:19][CH:20]=2)[N:6]=1)[C:9]1[CH:10]=[CH:11][CH:12]=[CH:13][CH:14]=1. The catalyst class is: 4. (3) Reactant: O.[OH-].[Li+:3].C[O:5][C:6]([C:8]1[CH:12]=[C:11]([C:13]2[N:14]=[N:15][CH:16]=[CH:17][CH:18]=2)[N:10]([C:19]2[CH:20]=[N:21][C:22]([O:25][CH3:26])=[CH:23][CH:24]=2)[N:9]=1)=[O:7]. Product: [Li+:3].[CH3:26][O:25][C:22]1[N:21]=[CH:20][C:19]([N:10]2[C:11]([C:13]3[N:14]=[N:15][CH:16]=[CH:17][CH:18]=3)=[CH:12][C:8]([C:6]([O-:7])=[O:5])=[N:9]2)=[CH:24][CH:23]=1. The catalyst class is: 5. (4) Reactant: Br[C:2]1[CH:3]=[CH:4][C:5]([NH:9][CH2:10][C:11]2[CH:16]=[CH:15][C:14]([Cl:17])=[CH:13][CH:12]=2)=[N:6][C:7]=1[F:8].C([Li])CCC.Cl[Si](C)(C)CC[Si](Cl)(C)C.C([Li])(C)(C)C.C([Cu])#N.C(OC([N:48]1[C:52]2=[N:53][CH:54]=[C:55]([Cl:57])[CH:56]=[C:51]2[C:50]([CH2:58]Cl)=[CH:49]1)=O)(C)(C)C.Cl.N. The catalyst class is: 7. Product: [Cl:17][C:14]1[CH:15]=[CH:16][C:11]([CH2:10][NH:9][C:5]2[CH:4]=[CH:3][C:2]([CH2:58][C:50]3[C:51]4[C:52](=[N:53][CH:54]=[C:55]([Cl:57])[CH:56]=4)[NH:48][CH:49]=3)=[C:7]([F:8])[N:6]=2)=[CH:12][CH:13]=1. (5) Reactant: [CH3:1][C:2]1[CH:3]=[C:4]([CH:19]=[CH:20][C:21]=1[CH3:22])[C:5]([C:7]1[C:16](=[O:17])[C:15]2[C:10](=[CH:11][CH:12]=[C:13]([F:18])[CH:14]=2)[NH:9][CH:8]=1)=[O:6].C[Si](C)(C)[N-][Si](C)(C)C.[K+].[CH3:33][C:34]1[CH:35]=[C:36]([CH:39]=[CH:40][CH:41]=1)[CH2:37]Br. Product: [CH3:1][C:2]1[CH:3]=[C:4]([CH:19]=[CH:20][C:21]=1[CH3:22])[C:5]([C:7]1[C:16](=[O:17])[C:15]2[C:10](=[CH:11][CH:12]=[C:13]([F:18])[CH:14]=2)[N:9]([CH2:33][C:34]2[CH:41]=[CH:40][CH:39]=[C:36]([CH3:37])[CH:35]=2)[CH:8]=1)=[O:6]. The catalyst class is: 7. (6) Reactant: [H-].[Na+].[CH3:3][C:4]1[C:8]2[CH:9]=[CH:10][C:11]([C:13]([F:16])([F:15])[F:14])=[CH:12][C:7]=2[O:6][C:5]=1[C:17](=O)[CH2:18][CH2:19][CH2:20][CH3:21].[OH2:23]. Product: [CH3:3][C:4]1[C:8]2[CH:9]=[CH:10][C:11]([C:13]([F:16])([F:15])[F:14])=[CH:12][C:7]=2[O:6][C:5]=1[C:17]([CH2:18][CH2:19][CH2:20][CH3:21])=[CH:4][C:5]([O:6][CH2:7][CH3:8])=[O:23]. The catalyst class is: 1. (7) Reactant: [CH2:1]([N:4]1[C:12]2[C:7](=[CH:8][CH:9]=[CH:10][CH:11]=2)[C:6](=[O:13])[C:5]1=[O:14])[CH:2]=[CH2:3].[N+:15]([CH3:18])([O-:17])=[O:16]. Product: [CH2:1]([N:4]1[C:12]2[C:7](=[CH:8][CH:9]=[CH:10][CH:11]=2)[C:6]([OH:13])([CH2:18][N+:15]([O-:17])=[O:16])[C:5]1=[O:14])[CH:2]=[CH2:3]. The catalyst class is: 6. (8) Reactant: [CH3:1][S:2](Cl)(=[O:4])=[O:3].[OH:6][CH2:7][C@@H:8]1[CH2:12][C@@H:11]([O:13][CH3:14])[CH2:10][N:9]1[C:15]([O:17][CH2:18][C:19]1[CH:24]=[CH:23][CH:22]=[CH:21][CH:20]=1)=[O:16].C(N(CC)CC)C. Product: [CH3:14][O:13][C@H:11]1[CH2:10][N:9]([C:15]([O:17][CH2:18][C:19]2[CH:20]=[CH:21][CH:22]=[CH:23][CH:24]=2)=[O:16])[C@H:8]([CH2:7][O:6][S:2]([CH3:1])(=[O:4])=[O:3])[CH2:12]1. The catalyst class is: 4. (9) The catalyst class is: 233. Product: [C:38]([C:7]1[CH:6]=[C:5]2[C:10]([C:11]([NH:13][CH2:14][C:15]3[CH:16]=[CH:17][C:18]([NH:21][C:22](=[O:30])[C:23]4[CH:24]=[CH:25][C:26]([F:29])=[CH:27][CH:28]=4)=[CH:19][CH:20]=3)=[N:12][C:3]([N:2]([CH3:32])[CH3:1])=[N:4]2)=[CH:9][CH:8]=1)(=[O:40])[CH3:39]. Reactant: [CH3:1][N:2]([CH3:32])[C:3]1[N:12]=[C:11]([NH:13][CH2:14][C:15]2[CH:20]=[CH:19][C:18]([NH:21][C:22](=[O:30])[C:23]3[CH:28]=[CH:27][C:26]([F:29])=[CH:25][CH:24]=3)=[CH:17][CH:16]=2)[C:10]2[C:5](=[CH:6][C:7](I)=[CH:8][CH:9]=2)[N:4]=1.C([Sn](CCCC)(CCCC)[C:38]([O:40]CC)=[CH2:39])CCC.O. (10) Reactant: [N:1]1([C:10]2[N:18]=[C:17](Cl)[N:16]=[C:15]3[C:11]=2[N:12]=[CH:13][NH:14]3)[C:5]2[CH:6]=[CH:7][CH:8]=[CH:9][C:4]=2[N:3]=[CH:2]1.[NH2:20][CH:21]([CH2:24][CH3:25])[CH2:22][OH:23]. Product: [N:1]1([C:10]2[N:18]=[C:17]([NH:20][C@@H:21]([CH2:24][CH3:25])[CH2:22][OH:23])[N:16]=[C:15]3[C:11]=2[N:12]=[CH:13][NH:14]3)[C:5]2[CH:6]=[CH:7][CH:8]=[CH:9][C:4]=2[N:3]=[CH:2]1. The catalyst class is: 16.